From a dataset of Catalyst prediction with 721,799 reactions and 888 catalyst types from USPTO. Predict which catalyst facilitates the given reaction. (1) Product: [OH:12][C:4]1[CH:3]=[C:2]([I:22])[CH:10]=[CH:9][C:5]=1[C:6]([OH:8])=[O:7]. The catalyst class is: 6. Reactant: N[C:2]1[CH:10]=[CH:9][CH:5]([C:6]([OH:8])=[O:7])[C:4]([OH:12])(O)[CH:3]=1.S(=O)(=O)(O)O.N([O-])=O.[Na+].[I-:22].[K+]. (2) Reactant: [C:1]([N:4]1[CH2:8][CH2:7][CH:6]([NH:9][C:10](=[O:16])[O:11][C:12]([CH3:15])([CH3:14])[CH3:13])[CH2:5]1)(=[O:3])[CH3:2].[C:17](Cl)(=O)CC. Product: [C:1]([N:4]1[CH2:8][CH2:7][CH:6]([NH:9][C:10](=[O:16])[O:11][C:12]([CH3:15])([CH3:14])[CH3:13])[CH2:5]1)(=[O:3])[CH2:2][CH3:17]. The catalyst class is: 27. (3) Reactant: [CH3:1][N:2]1[CH2:7][CH2:6][N:5]([C:8]2[N:13]3[CH:14]=[C:15]([CH2:17][OH:18])[N:16]=[C:12]3[CH:11]=[CH:10][CH:9]=2)[CH2:4][CH2:3]1. Product: [CH3:1][N:2]1[CH2:7][CH2:6][N:5]([C:8]2[N:13]3[CH:14]=[C:15]([CH:17]=[O:18])[N:16]=[C:12]3[CH:11]=[CH:10][CH:9]=2)[CH2:4][CH2:3]1. The catalyst class is: 428. (4) Reactant: C([O:5][C:6](=[O:48])[C:7]1[CH:12]=[CH:11][C:10]([CH2:13][C@H:14]([C:32]2[CH:37]=[CH:36][C:35]([C@H:38]3[CH2:43][CH2:42][C@@H:41]([C:44]([CH3:47])([CH3:46])[CH3:45])[CH2:40][CH2:39]3)=[CH:34][CH:33]=2)[C:15](=[O:31])[NH:16][C:17]2[CH:22]=[CH:21][C:20]([C:23]3[CH:28]=[CH:27][C:26]([Cl:29])=[CH:25][C:24]=3[CH3:30])=[CH:19][CH:18]=2)=[CH:9][CH:8]=1)(C)(C)C.FC(F)(F)C(O)=O.Cl. Product: [C:44]([C@@H:41]1[CH2:42][CH2:43][C@H:38]([C:35]2[CH:34]=[CH:33][C:32]([C@H:14]([C:15](=[O:31])[NH:16][C:17]3[CH:18]=[CH:19][C:20]([C:23]4[CH:28]=[CH:27][C:26]([Cl:29])=[CH:25][C:24]=4[CH3:30])=[CH:21][CH:22]=3)[CH2:13][C:10]3[CH:11]=[CH:12][C:7]([C:6]([OH:48])=[O:5])=[CH:8][CH:9]=3)=[CH:37][CH:36]=2)[CH2:39][CH2:40]1)([CH3:47])([CH3:46])[CH3:45]. The catalyst class is: 4. (5) The catalyst class is: 66. Product: [Cl:12][C:13]1[CH:18]=[CH:17][C:16]2[N:19]([CH2:2][CH2:3][N:4]3[CH2:8][CH2:7][CH2:6][C:5]3([CH3:10])[CH3:9])[C:25]3[CH2:26][CH2:27][N:22]([CH3:21])[CH2:23][C:24]=3[C:15]=2[CH:14]=1. Reactant: Br[CH2:2][CH2:3][N:4]1[CH2:8][CH2:7][CH2:6][C:5]1([CH3:10])[CH3:9].Cl.[Cl:12][C:13]1[CH:18]=[CH:17][C:16]([NH:19]N)=[CH:15][CH:14]=1.[CH3:21][N:22]1[CH2:27][CH2:26][C:25](=O)[CH2:24][CH2:23]1. (6) Reactant: [C:1]1(=[O:8])[CH2:6][CH2:5][CH2:4][C:3](=[O:7])[CH2:2]1.N1C=CN=C1.[F:14][C:15]([F:24])([F:23])[C:16](N1C=CN=C1)=[O:17]. Product: [F:14][C:15]([F:24])([F:23])[C:16]([CH:2]1[C:3](=[O:7])[CH2:4][CH2:5][CH2:6][C:1]1=[O:8])=[O:17]. The catalyst class is: 473. (7) Reactant: [CH3:1][O:2][C:3]1[CH:4]=[C:5]([N:11]2[CH2:16][C:15]3[CH:17]=[N:18][C:19]4[NH:23][C:22]([C:24]5[CH2:25][CH2:26][N:27]([CH3:30])[CH2:28][CH:29]=5)=[CH:21][C:20]=4[C:14]=3[N:13]([CH3:31])[C:12]2=[O:32])[CH:6]=[C:7]([O:9][CH3:10])[CH:8]=1.[H][H]. Product: [CH3:1][O:2][C:3]1[CH:4]=[C:5]([N:11]2[CH2:16][C:15]3[CH:17]=[N:18][C:19]4[NH:23][C:22]([CH:24]5[CH2:29][CH2:28][N:27]([CH3:30])[CH2:26][CH2:25]5)=[CH:21][C:20]=4[C:14]=3[N:13]([CH3:31])[C:12]2=[O:32])[CH:6]=[C:7]([O:9][CH3:10])[CH:8]=1. The catalyst class is: 19. (8) Reactant: CCN=C=N[CH2:6][CH2:7][CH2:8]N(C)C.C1C=CC2N([OH:21])N=NC=2C=1.C([N:24]([CH2:27][CH3:28])[CH2:25][CH3:26])C.[O:29]1[CH2:34][CH2:33][CH:32]([N:35]2[CH2:40][CH2:39][CH:38]([S:41]([C:44]3[CH:51]=[CH:50][C:47]([CH2:48][NH2:49])=[CH:46][CH:45]=3)(=[O:43])=[O:42])[CH2:37][CH2:36]2)[CH2:31][CH2:30]1.CN([CH:55]=[O:56])C. Product: [O:29]1[CH2:34][CH2:33][CH:32]([N:35]2[CH2:40][CH2:39][CH:38]([S:41]([C:44]3[CH:45]=[CH:46][C:47]([CH2:48][NH:49][C:55]([C:8]4[O:21][C:28]5=[CH:27][N:24]=[CH:25][CH:26]=[C:6]5[CH:7]=4)=[O:56])=[CH:50][CH:51]=3)(=[O:43])=[O:42])[CH2:37][CH2:36]2)[CH2:31][CH2:30]1. The catalyst class is: 13. (9) Reactant: [Cl:1][C:2]1[CH:25]=[C:24]([Cl:26])[CH:23]=[CH:22][C:3]=1[C:4]([NH:6][CH:7]([C:10]1[CH:15]=[CH:14][C:13]([S:16]([CH2:19][CH2:20][CH3:21])(=[O:18])=[O:17])=[CH:12][CH:11]=1)[CH:8]=O)=[O:5].[CH3:27][O:28][CH2:29][C@H:30]1[CH2:34][CH2:33][CH2:32][NH:31]1.C(O[BH-](OC(=O)C)OC(=O)C)(=O)C.[Na+]. Product: [Cl:1][C:2]1[CH:25]=[C:24]([Cl:26])[CH:23]=[CH:22][C:3]=1[C:4]([NH:6][CH:7]([C:10]1[CH:11]=[CH:12][C:13]([S:16]([CH2:19][CH2:20][CH3:21])(=[O:18])=[O:17])=[CH:14][CH:15]=1)[CH2:8][N:31]1[CH2:32][CH2:33][CH2:34][C@@H:30]1[CH2:29][O:28][CH3:27])=[O:5]. The catalyst class is: 26. (10) Reactant: [C:1]([O:5][C:6](=[O:18])[NH:7][CH2:8][C:9]1([C:15](=O)[NH2:16])[CH2:11][CH:10]1[CH:12]([CH3:14])[CH3:13])([CH3:4])([CH3:3])[CH3:2].N1C(Cl)=NC(Cl)=NC=1Cl.[OH-].[Na+]. Product: [C:1]([O:5][C:6](=[O:18])[NH:7][CH2:8][C:9]1([C:15]#[N:16])[CH2:11][CH:10]1[CH:12]([CH3:13])[CH3:14])([CH3:2])([CH3:4])[CH3:3]. The catalyst class is: 3.